Dataset: Reaction yield outcomes from USPTO patents with 853,638 reactions. Task: Predict the reaction yield, written as a fraction of the theoretical maximum amount of product (1.0 means a 100% yield; for example, 0.34 means a 34% yield). (1) The reactants are [CH2:1]([O:8][C:9]([NH:11][C@@H:12]([C:27]([O:29]C)=[O:28])[CH2:13][O:14][CH2:15][CH2:16][NH:17][CH2:18][C:19]1[CH:24]=[CH:23][C:22]([O:25][CH3:26])=[CH:21][CH:20]=1)=[O:10])[C:2]1[CH:7]=[CH:6][CH:5]=[CH:4][CH:3]=1.[OH-].[Na+]. The catalyst is C(O)C. The product is [CH2:1]([O:8][C:9]([NH:11][C@@H:12]([C:27]([OH:29])=[O:28])[CH2:13][O:14][CH2:15][CH2:16][NH:17][CH2:18][C:19]1[CH:24]=[CH:23][C:22]([O:25][CH3:26])=[CH:21][CH:20]=1)=[O:10])[C:2]1[CH:3]=[CH:4][CH:5]=[CH:6][CH:7]=1. The yield is 0.710. (2) The reactants are Br[C:2]1[C:3]([O:14][CH2:15][C:16]2[C:17]([C:22]3[CH:27]=[CH:26][CH:25]=[CH:24][CH:23]=3)=[N:18][O:19][C:20]=2[CH3:21])=[N:4][CH:5]=[C:6]([CH:13]=1)[C:7]([NH:9][CH:10]([CH3:12])[CH3:11])=[O:8].Br[C:29]1C(OCC2C(C3C=CC=CC=3)=NOC=2C)=NC=C(C=1)C(NC1CCOCC1)=O. No catalyst specified. The product is [CH:10]([NH:9][C:7](=[O:8])[C:6]1[CH:13]=[C:2]([CH3:29])[C:3]([O:14][CH2:15][C:16]2[C:17]([C:22]3[CH:27]=[CH:26][CH:25]=[CH:24][CH:23]=3)=[N:18][O:19][C:20]=2[CH3:21])=[N:4][CH:5]=1)([CH3:12])[CH3:11]. The yield is 0.520. (3) The reactants are [CH3:1][N:2]([C:6]1[CH:11]=[CH:10][C:9]([NH:12][CH2:13][CH:14]2[CH2:19][CH2:18][O:17][CH2:16][CH2:15]2)=[C:8]([N+:20]([O-])=O)[CH:7]=1)[C:3](=[O:5])[CH3:4]. The catalyst is C(OCC)(=O)C.[Pd]. The product is [NH2:20][C:8]1[CH:7]=[C:6]([N:2]([CH3:1])[C:3](=[O:5])[CH3:4])[CH:11]=[CH:10][C:9]=1[NH:12][CH2:13][CH:14]1[CH2:15][CH2:16][O:17][CH2:18][CH2:19]1. The yield is 1.00. (4) The reactants are [NH2:1][C:2]1[CH:3]=[C:4]([CH2:7][CH2:8][C:9]2[CH:10]=[C:11]([NH:15]C(=O)OC(C)(C)C)[CH:12]=[CH:13][CH:14]=2)[NH:5][N:6]=1.Cl[C:24]1[CH:29]=[CH:28][N:27]=[C:26]([NH:30][CH2:31][C:32]2[O:36][N:35]=[C:34]([CH3:37])[CH:33]=2)[N:25]=1. The yield is 0.630. The catalyst is C(O)C. The product is [NH2:15][C:11]1[CH:10]=[C:9]([CH2:8][CH2:7][C:4]2[NH:5][N:6]=[C:2]([NH:1][C:24]3[CH:29]=[CH:28][N:27]=[C:26]([NH:30][CH2:31][C:32]4[O:36][N:35]=[C:34]([CH3:37])[CH:33]=4)[N:25]=3)[CH:3]=2)[CH:14]=[CH:13][CH:12]=1. (5) The reactants are [NH2:1][C:2]1[CH:3]=[CH:4][C:5]([O:29][C:30]2[CH:35]=[CH:34][C:33]([F:36])=[CH:32][C:31]=2[F:37])=[C:6]([C:8]2[C:9]3[CH:18]=[CH:17][N:16]([S:19]([C:22]4[CH:28]=[CH:27][C:25]([CH3:26])=[CH:24][CH:23]=4)(=[O:21])=[O:20])[C:10]=3[C:11](=[O:15])[N:12]([CH3:14])[CH:13]=2)[CH:7]=1.[CH2:38]([S:40](Cl)(=[O:42])=[O:41])[CH3:39]. The catalyst is ClCCl. The product is [F:37][C:31]1[CH:32]=[C:33]([F:36])[CH:34]=[CH:35][C:30]=1[O:29][C:5]1[CH:4]=[CH:3][C:2]([N:1]([S:19]([CH2:22][CH3:23])(=[O:21])=[O:20])[S:40]([CH2:38][CH3:39])(=[O:42])=[O:41])=[CH:7][C:6]=1[C:8]1[C:9]2[CH:18]=[CH:17][N:16]([S:19]([C:22]3[CH:23]=[CH:24][C:25]([CH3:26])=[CH:27][CH:28]=3)(=[O:20])=[O:21])[C:10]=2[C:11](=[O:15])[N:12]([CH3:14])[CH:13]=1. The yield is 0.910. (6) The reactants are [C:1]([O:5][C:6](=[O:29])[CH2:7][C@@H:8]([CH2:17][O:18][S:19]([C:22]1[CH:27]=[CH:26][C:25]([CH3:28])=[CH:24][CH:23]=1)(=[O:21])=[O:20])[CH2:9][C@H:10]([CH3:16])[CH2:11][CH2:12][CH2:13][CH2:14][CH3:15])([CH3:4])([CH3:3])[CH3:2].C(OC(=O)C[C@@H](CO)C[C@@H](C)CCCCC)(C)(C)C. No catalyst specified. The product is [C:1]([O:5][C:6](=[O:29])[CH2:7][C@@H:8]([CH2:17][O:18][S:19]([C:22]1[CH:27]=[CH:26][C:25]([CH3:28])=[CH:24][CH:23]=1)(=[O:21])=[O:20])[CH2:9][C@@H:10]([CH3:16])[CH2:11][CH2:12][CH2:13][CH2:14][CH3:15])([CH3:2])([CH3:3])[CH3:4]. The yield is 0.640. (7) The reactants are C([N:8]1[CH2:13][CH2:12][N:11]([C:14](=[O:32])[CH2:15][NH:16][C:17](=[O:31])[C:18]2[CH:23]=[CH:22][C:21]([O:24][C:25]3[CH:30]=[CH:29][CH:28]=[CH:27][CH:26]=3)=[CH:20][CH:19]=2)[CH2:10][CH2:9]1)C1C=CC=CC=1.[H][H]. The catalyst is CO.[Pd]. The product is [O:32]=[C:14]([N:11]1[CH2:10][CH2:9][NH:8][CH2:13][CH2:12]1)[CH2:15][NH:16][C:17](=[O:31])[C:18]1[CH:19]=[CH:20][C:21]([O:24][C:25]2[CH:30]=[CH:29][CH:28]=[CH:27][CH:26]=2)=[CH:22][CH:23]=1. The yield is 1.00.